From a dataset of Reaction yield outcomes from USPTO patents with 853,638 reactions. Predict the reaction yield, written as a fraction of the theoretical maximum amount of product (1.0 means a 100% yield; for example, 0.34 means a 34% yield). (1) The reactants are [C:1]([C:3]1[CH:4]=[C:5]([S:26]([N:29](CC2C=CC(OC)=CC=2OC)[C:30]2[S:34][N:33]=[CH:32][N:31]=2)(=[O:28])=[O:27])[CH:6]=[CH:7][C:8]=1[O:9][C:10]1[CH:15]=[CH:14][C:13]([C:16]([F:19])([F:18])[F:17])=[CH:12][C:11]=1[C:20]1[CH:25]=[CH:24][N:23]=[N:22][CH:21]=1)#[N:2].FC(F)(F)C(O)=O. The catalyst is ClCCl. The product is [C:1]([C:3]1[CH:4]=[C:5]([S:26]([NH:29][C:30]2[S:34][N:33]=[CH:32][N:31]=2)(=[O:27])=[O:28])[CH:6]=[CH:7][C:8]=1[O:9][C:10]1[CH:15]=[CH:14][C:13]([C:16]([F:19])([F:17])[F:18])=[CH:12][C:11]=1[C:20]1[CH:25]=[CH:24][N:23]=[N:22][CH:21]=1)#[N:2]. The yield is 0.670. (2) The reactants are Cl.[Br:2][C:3]1[CH:4]=[CH:5][C:6]([F:33])=[C:7]([C@:9]([NH:25]C(OC(C)(C)C)=O)([CH3:24])[CH2:10][N:11]2[CH:15]=[C:14]([CH:16]([F:18])[F:17])[N:13]=[C:12]2[C:19]([O:21][CH2:22][CH3:23])=[O:20])[CH:8]=1. No catalyst specified. The product is [NH2:25][C@@:9]([C:7]1[CH:8]=[C:3]([Br:2])[CH:4]=[CH:5][C:6]=1[F:33])([CH3:24])[CH2:10][N:11]1[CH:15]=[C:14]([CH:16]([F:17])[F:18])[N:13]=[C:12]1[C:19]([O:21][CH2:22][CH3:23])=[O:20]. The yield is 1.00. (3) The yield is 0.280. The product is [OH:13][CH2:12][CH:9]1[CH2:10][CH2:11][N:8]1[C:31]([O:33][C:34]([CH3:35])([CH3:36])[CH3:37])=[O:32]. The reactants are C([N:8]1[CH2:11][CH2:10][CH:9]1[C:12](OCC)=[O:13])C1C=CC=CC=1.[H-].[Al+3].[Li+].[H-].[H-].[H-].[C:31](O[C:31]([O:33][C:34]([CH3:37])([CH3:36])[CH3:35])=[O:32])([O:33][C:34]([CH3:37])([CH3:36])[CH3:35])=[O:32].[H][H]. The catalyst is C(OCC)C.C(O)C.[OH-].[OH-].[Pd+2]. (4) The reactants are [NH2:1][C@H:2]([C:5]([OH:7])=[O:6])[CH2:3][SH:4].[OH-].[Na+].[CH:10]1([CH2:13]Br)[CH2:12][CH2:11]1.Cl. The catalyst is C(O)C. The product is [CH:10]1([CH2:13][S:4][CH2:3][C@@H:2]([C:5]([OH:7])=[O:6])[NH2:1])[CH2:12][CH2:11]1. The yield is 0.886.